This data is from Forward reaction prediction with 1.9M reactions from USPTO patents (1976-2016). The task is: Predict the product of the given reaction. (1) The product is: [CH3:1][O:2][C:3]([C:5]1[CH:14]=[C:13]([N:35]2[CH2:36][CH2:37][N:32]([CH2:31][C:7]3[CH:12]=[CH:11][CH:10]=[CH:9][CH:8]=3)[CH2:33][CH2:34]2)[C:12]2[C:7](=[C:8]([O:23][CH2:24][C:25]3[CH:30]=[CH:29][CH:28]=[CH:27][CH:26]=3)[CH:9]=[CH:10][CH:11]=2)[N:6]=1)=[O:4]. Given the reactants [CH3:1][O:2][C:3]([C:5]1[CH:14]=[C:13](OS(C(F)(F)F)(=O)=O)[C:12]2[C:7](=[C:8]([O:23][CH2:24][C:25]3[CH:30]=[CH:29][CH:28]=[CH:27][CH:26]=3)[CH:9]=[CH:10][CH:11]=2)[N:6]=1)=[O:4].[CH3:31][N:32]1[CH2:37][CH2:36][NH:35][CH2:34][CH2:33]1, predict the reaction product. (2) The product is: [CH3:48][C:47]([CH3:50])([CH3:49])[CH2:46][C@H:41]([NH:40][C:37]([C:25]1[CH:24]=[CH:23][C:22]([CH:19]2[CH2:20][CH2:21]2)=[C:27]([O:28][CH2:29][C:30]([F:35])([F:36])[C:31]([F:32])([F:33])[F:34])[N:26]=1)=[O:38])[C:42](=[O:43])[NH:44][CH3:45]. Given the reactants FC(F)(C(F)(F)F)COC1N=C(C(O)=O)C=CC=1.[CH:19]1([C:22]2[CH:23]=[CH:24][C:25]([C:37](O)=[O:38])=[N:26][C:27]=2[O:28][CH2:29][C:30]([F:36])([F:35])[C:31]([F:34])([F:33])[F:32])[CH2:21][CH2:20]1.[NH2:40][C@@H:41]([CH2:46][C:47]([CH3:50])([CH3:49])[CH3:48])[C:42]([NH:44][CH3:45])=[O:43], predict the reaction product. (3) Given the reactants [Br:1][C:2]1[NH:10][C:9]2[C:4](=[N:5][CH:6]=[N:7][C:8]=2[NH2:11])[N:3]=1.Cl[CH2:13][CH2:14][CH2:15][C:16]#[CH:17], predict the reaction product. The product is: [Br:1][C:2]1[N:3]([CH2:17][CH2:16][CH2:15][C:14]#[CH:13])[C:4]2[C:9]([N:10]=1)=[C:8]([NH2:11])[N:7]=[CH:6][N:5]=2.